From a dataset of NCI-60 drug combinations with 297,098 pairs across 59 cell lines. Regression. Given two drug SMILES strings and cell line genomic features, predict the synergy score measuring deviation from expected non-interaction effect. (1) Drug 1: CC1C(C(=O)NC(C(=O)N2CCCC2C(=O)N(CC(=O)N(C(C(=O)O1)C(C)C)C)C)C(C)C)NC(=O)C3=C4C(=C(C=C3)C)OC5=C(C(=O)C(=C(C5=N4)C(=O)NC6C(OC(=O)C(N(C(=O)CN(C(=O)C7CCCN7C(=O)C(NC6=O)C(C)C)C)C)C(C)C)C)N)C. Drug 2: CCN(CC)CCNC(=O)C1=C(NC(=C1C)C=C2C3=C(C=CC(=C3)F)NC2=O)C. Cell line: BT-549. Synergy scores: CSS=12.1, Synergy_ZIP=-2.75, Synergy_Bliss=-0.486, Synergy_Loewe=-10.8, Synergy_HSA=-2.10. (2) Drug 1: C1=CC(=C2C(=C1NCCNCCO)C(=O)C3=C(C=CC(=C3C2=O)O)O)NCCNCCO. Drug 2: CC1=C2C(C(=O)C3(C(CC4C(C3C(C(C2(C)C)(CC1OC(=O)C(C(C5=CC=CC=C5)NC(=O)C6=CC=CC=C6)O)O)OC(=O)C7=CC=CC=C7)(CO4)OC(=O)C)O)C)OC(=O)C. Cell line: HS 578T. Synergy scores: CSS=37.1, Synergy_ZIP=-11.8, Synergy_Bliss=-15.2, Synergy_Loewe=-11.1, Synergy_HSA=-8.43. (3) Drug 1: C1CN1P(=S)(N2CC2)N3CC3. Drug 2: CCN(CC)CCCC(C)NC1=C2C=C(C=CC2=NC3=C1C=CC(=C3)Cl)OC. Cell line: COLO 205. Synergy scores: CSS=36.1, Synergy_ZIP=-10.2, Synergy_Bliss=-2.32, Synergy_Loewe=-1.46, Synergy_HSA=0.959. (4) Drug 1: CC1=C(C=C(C=C1)C(=O)NC2=CC(=CC(=C2)C(F)(F)F)N3C=C(N=C3)C)NC4=NC=CC(=N4)C5=CN=CC=C5. Drug 2: CCC1(CC2CC(C3=C(CCN(C2)C1)C4=CC=CC=C4N3)(C5=C(C=C6C(=C5)C78CCN9C7C(C=CC9)(C(C(C8N6C)(C(=O)OC)O)OC(=O)C)CC)OC)C(=O)OC)O.OS(=O)(=O)O. Cell line: TK-10. Synergy scores: CSS=0.568, Synergy_ZIP=-1.13, Synergy_Bliss=-2.20, Synergy_Loewe=-1.51, Synergy_HSA=-2.37. (5) Drug 1: CC1C(C(CC(O1)OC2CC(CC3=C2C(=C4C(=C3O)C(=O)C5=C(C4=O)C(=CC=C5)OC)O)(C(=O)C)O)N)O.Cl. Drug 2: CCC(=C(C1=CC=CC=C1)C2=CC=C(C=C2)OCCN(C)C)C3=CC=CC=C3.C(C(=O)O)C(CC(=O)O)(C(=O)O)O. Cell line: 786-0. Synergy scores: CSS=33.0, Synergy_ZIP=8.84, Synergy_Bliss=12.2, Synergy_Loewe=12.4, Synergy_HSA=12.5. (6) Drug 1: CC1C(C(=O)NC(C(=O)N2CCCC2C(=O)N(CC(=O)N(C(C(=O)O1)C(C)C)C)C)C(C)C)NC(=O)C3=C4C(=C(C=C3)C)OC5=C(C(=O)C(=C(C5=N4)C(=O)NC6C(OC(=O)C(N(C(=O)CN(C(=O)C7CCCN7C(=O)C(NC6=O)C(C)C)C)C)C(C)C)C)N)C. Drug 2: C1=CN(C(=O)N=C1N)C2C(C(C(O2)CO)O)O.Cl. Cell line: SF-539. Synergy scores: CSS=28.2, Synergy_ZIP=-9.01, Synergy_Bliss=-1.76, Synergy_Loewe=-1.64, Synergy_HSA=-0.351. (7) Drug 1: C1CN(P(=O)(OC1)NCCCl)CCCl. Drug 2: CCC1(C2=C(COC1=O)C(=O)N3CC4=CC5=C(C=CC(=C5CN(C)C)O)N=C4C3=C2)O.Cl. Cell line: MALME-3M. Synergy scores: CSS=10.8, Synergy_ZIP=-5.27, Synergy_Bliss=-7.57, Synergy_Loewe=-65.6, Synergy_HSA=-7.58. (8) Drug 1: CCC1=CC2CC(C3=C(CN(C2)C1)C4=CC=CC=C4N3)(C5=C(C=C6C(=C5)C78CCN9C7C(C=CC9)(C(C(C8N6C)(C(=O)OC)O)OC(=O)C)CC)OC)C(=O)OC.C(C(C(=O)O)O)(C(=O)O)O. Drug 2: COC1=C2C(=CC3=C1OC=C3)C=CC(=O)O2. Cell line: LOX IMVI. Synergy scores: CSS=39.0, Synergy_ZIP=1.44, Synergy_Bliss=2.86, Synergy_Loewe=-34.5, Synergy_HSA=1.93.